This data is from Full USPTO retrosynthesis dataset with 1.9M reactions from patents (1976-2016). The task is: Predict the reactants needed to synthesize the given product. (1) Given the product [ClH:34].[C:35]([NH:43][C@H:44]1[CH2:48][NH:47][C@H:46]([C:59]([O:61][CH3:62])=[O:60])[CH2:45]1)(=[O:42])[C:36]1[CH:37]=[CH:38][CH:39]=[CH:40][CH:41]=1, predict the reactants needed to synthesize it. The reactants are: N[C@H]1CN(C(OCC2C=CC=CC=2)=O)[C@H](C(OC)=O)C1.C(=O)(O)[O-].[Na+].C([Cl:34])(=O)C1C=CC=CC=1.[C:35]([NH:43][C@H:44]1[CH2:48][N:47](C(OCC2C=CC=CC=2)=O)[C@H:46]([C:59]([O:61][CH3:62])=[O:60])[CH2:45]1)(=[O:42])[C:36]1[CH:41]=[CH:40][CH:39]=[CH:38][CH:37]=1. (2) Given the product [Br:10][C:7]1[CH:8]=[CH:9][C:4]([C:3]([NH:14][NH2:15])=[O:2])=[CH:5][C:6]=1[F:11], predict the reactants needed to synthesize it. The reactants are: C[O:2][C:3](=O)[C:4]1[CH:9]=[CH:8][C:7]([Br:10])=[C:6]([F:11])[CH:5]=1.O.[NH2:14][NH2:15].